From a dataset of Catalyst prediction with 721,799 reactions and 888 catalyst types from USPTO. Predict which catalyst facilitates the given reaction. (1) Reactant: [F:1][C:2]1[CH:7]=[CH:6][C:5]([CH2:8][CH2:9][CH2:10][C:11]([OH:13])=O)=[CH:4][CH:3]=1.[Br:14][C:15]1[CH:16]=[C:17]([CH:54]=[C:55]([Br:58])[C:56]=1[OH:57])[CH2:18][C@H:19]([C:21]([NH:23][C@H:24]([C:40]([N:42]1[CH2:47][CH2:46][N:45]([C:48]2[CH:53]=[CH:52][N:51]=[CH:50][CH:49]=2)[CH2:44][CH2:43]1)=[O:41])[CH2:25][CH2:26][CH2:27][CH2:28][NH:29][C:30]([O:32]CC1C=CC=CC=1)=[O:31])=[O:22])[NH2:20].CN(C(ON1N=NC2C=C[CH:72]=[CH:73][C:68]1=2)=[N+](C)C)C.[B-](F)(F)(F)F.[CH3:81]CN(C(C)C)C(C)C. Product: [F:1][C:2]1[CH:3]=[CH:4][C:5]([CH2:8][CH2:9][CH2:10][C:11]([NH:20][C@@H:19]([C:21]([NH:23][C@H:24]([C:40]([N:42]2[CH2:47][CH2:46][N:45]([C:48]3[CH:53]=[CH:52][N:51]=[CH:50][CH:49]=3)[CH2:44][CH2:43]2)=[O:41])[CH2:25][CH2:26][CH2:27][CH2:28][NH:29][C:30]([O:32][C:73]([CH3:72])([CH3:68])[CH3:81])=[O:31])=[O:22])[CH2:18][C:17]2[CH:54]=[C:55]([Br:58])[C:56]([OH:57])=[C:15]([Br:14])[CH:16]=2)=[O:13])=[CH:6][CH:7]=1. The catalyst class is: 348. (2) Reactant: [F:1][C:2]([F:35])([F:34])[C:3]([C:12]1[CH:13]=[C:14]([CH2:31][NH:32][CH3:33])[CH:15]=[CH:16][C:17]=1[Sn:18]([CH2:27][CH2:28][CH2:29][CH3:30])([CH2:23][CH2:24][CH2:25][CH3:26])[CH2:19][CH2:20][CH2:21][CH3:22])([O:8][CH2:9][O:10][CH3:11])[C:4]([F:7])([F:6])[F:5].[C:36]1(=[O:42])[O:41][C:39](=[O:40])[CH2:38][CH2:37]1. Product: [F:35][C:2]([F:1])([F:34])[C:3]([C:12]1[CH:13]=[C:14]([CH:15]=[CH:16][C:17]=1[Sn:18]([CH2:23][CH2:24][CH2:25][CH3:26])([CH2:27][CH2:28][CH2:29][CH3:30])[CH2:19][CH2:20][CH2:21][CH3:22])[CH2:31][N:32]([CH3:33])[C:39](=[O:40])[CH2:38][CH2:37][C:36]([OH:41])=[O:42])([O:8][CH2:9][O:10][CH3:11])[C:4]([F:7])([F:6])[F:5]. The catalyst class is: 1. (3) Reactant: C(NC(C)C)(C)C.[Li+].CCC[CH2-].[C:13]([O:17][C:18](=[O:27])[N:19]([CH2:25][CH3:26])[C:20]1[S:21][CH:22]=[CH:23][N:24]=1)([CH3:16])([CH3:15])[CH3:14].[CH2:28]([Sn:32](Cl)([CH2:37][CH2:38][CH2:39][CH3:40])[CH2:33][CH2:34][CH2:35][CH3:36])[CH2:29][CH2:30][CH3:31].[Cl-].[NH4+]. Product: [C:13]([O:17][C:18](=[O:27])[N:19]([CH2:25][CH3:26])[C:20]1[S:21][C:22]([Sn:32]([CH2:33][CH2:34][CH2:35][CH3:36])([CH2:37][CH2:38][CH2:39][CH3:40])[CH2:28][CH2:29][CH2:30][CH3:31])=[CH:23][N:24]=1)([CH3:16])([CH3:15])[CH3:14]. The catalyst class is: 7. (4) Reactant: [Cl:1][C:2]1[CH:3]=[C:4]([NH:20]C(=O)C)[CH:5]=[C:6]([Cl:19])[C:7]=1[S:8][C:9]1[CH:14]=[C:13]([CH:15]([CH3:17])[CH3:16])[C:12](=[O:18])[NH:11][N:10]=1.[OH-].[Na+]. Product: [NH2:20][C:4]1[CH:3]=[C:2]([Cl:1])[C:7]([S:8][C:9]2[CH:14]=[C:13]([CH:15]([CH3:16])[CH3:17])[C:12](=[O:18])[NH:11][N:10]=2)=[C:6]([Cl:19])[CH:5]=1. The catalyst class is: 24. (5) Reactant: [F:1][C:2]1[CH:10]=[C:9]2[C:5]([CH:6]=[N:7][N:8]2[CH3:11])=[CH:4][C:3]=1[CH2:12][C:13]1[N:17]2[N:18]=[C:19]([C:22]3[CH:23]=[N:24][N:25]([CH2:27][CH2:28][O:29]C4CCCCO4)[CH:26]=3)[CH:20]=[CH:21][C:16]2=[N:15][CH:14]=1.Cl. Product: [F:1][C:2]1[CH:10]=[C:9]2[C:5]([CH:6]=[N:7][N:8]2[CH3:11])=[CH:4][C:3]=1[CH2:12][C:13]1[N:17]2[N:18]=[C:19]([C:22]3[CH:23]=[N:24][N:25]([CH2:27][CH2:28][OH:29])[CH:26]=3)[CH:20]=[CH:21][C:16]2=[N:15][CH:14]=1. The catalyst class is: 135. (6) Reactant: [CH3:1][O:2][CH:3]([O:27][CH3:28])[CH2:4][N:5]1[C:9]2[N:10]=[C:11]([C:20]3[CH:26]=[CH:25][C:23]([NH2:24])=[CH:22][CH:21]=3)[N:12]=[C:13]([N:14]3[CH2:19][CH2:18][O:17][CH2:16][CH2:15]3)[C:8]=2[N:7]=[N:6]1.[F:29][C:30]1[CH:35]=[CH:34][C:33]([N:36]=[C:37]=[O:38])=[CH:32][CH:31]=1. Product: [CH3:28][O:27][CH:3]([O:2][CH3:1])[CH2:4][N:5]1[C:9]2[N:10]=[C:11]([C:20]3[CH:26]=[CH:25][C:23]([NH:24][C:37]([NH:36][C:33]4[CH:34]=[CH:35][C:30]([F:29])=[CH:31][CH:32]=4)=[O:38])=[CH:22][CH:21]=3)[N:12]=[C:13]([N:14]3[CH2:15][CH2:16][O:17][CH2:18][CH2:19]3)[C:8]=2[N:7]=[N:6]1. The catalyst class is: 64.